Regression. Given a peptide amino acid sequence and an MHC pseudo amino acid sequence, predict their binding affinity value. This is MHC class II binding data. From a dataset of Peptide-MHC class II binding affinity with 134,281 pairs from IEDB. (1) The peptide sequence is AVKPAAEEVKVIPAG. The MHC is DRB1_0405 with pseudo-sequence DRB1_0405. The binding affinity (normalized) is 0.268. (2) The binding affinity (normalized) is 0.545. The MHC is HLA-DQA10301-DQB10302 with pseudo-sequence HLA-DQA10301-DQB10302. The peptide sequence is IEFGTNISKEHDGEC. (3) The peptide sequence is GEFFWDANDIYRIFA. The MHC is HLA-DQA10301-DQB10302 with pseudo-sequence HLA-DQA10301-DQB10302. The binding affinity (normalized) is 0.264. (4) The peptide sequence is FPDRASIIRLVGAVL. The MHC is HLA-DPA10301-DPB10402 with pseudo-sequence HLA-DPA10301-DPB10402. The binding affinity (normalized) is 0.380. (5) The peptide sequence is GVTVDSIGMLPR. The MHC is DRB1_1501 with pseudo-sequence DRB1_1501. The binding affinity (normalized) is 0. (6) The peptide sequence is AQNPGIIFCSDALTL. The MHC is DRB1_0101 with pseudo-sequence DRB1_0101. The binding affinity (normalized) is 0.427. (7) The peptide sequence is IGEPTAAAIAYGLDR. The MHC is HLA-DQA10102-DQB10602 with pseudo-sequence HLA-DQA10102-DQB10602. The binding affinity (normalized) is 0.781. (8) The peptide sequence is GSFVRTVSLPVGADE. The MHC is DRB1_0301 with pseudo-sequence DRB1_0301. The binding affinity (normalized) is 0.230.